Task: Predict the reaction yield, written as a fraction of the theoretical maximum amount of product (1.0 means a 100% yield; for example, 0.34 means a 34% yield).. Dataset: Reaction yield outcomes from USPTO patents with 853,638 reactions (1) The reactants are [CH3:1][O:2][C:3]1[CH:11]=[C:10]2[C:6]([C:7]([CH:12]([CH2:17][CH3:18])[C:13]([O:15]C)=[O:14])=[CH:8][CH2:9]2)=[CH:5][CH:4]=1.[OH-].[K+]. The catalyst is CO.O. The product is [CH3:1][O:2][C:3]1[CH:11]=[C:10]2[C:6]([C:7]([CH:12]([CH2:17][CH3:18])[C:13]([OH:15])=[O:14])=[CH:8][CH2:9]2)=[CH:5][CH:4]=1. The yield is 0.950. (2) The reactants are [Cl:1][C:2]1[CH:21]=[C:20]([Cl:22])[CH:19]=[CH:18][C:3]=1[CH2:4][N:5]1[C:9]([CH2:10][CH2:11][CH2:12][OH:13])=[CH:8][C:7]([O:14][CH:15]([CH3:17])[CH3:16])=[N:6]1.[CH2:23]([C:30]1[S:31][C:32]([C:36]([O:38][CH2:39][CH3:40])=[O:37])=[C:33](O)[N:34]=1)[C:24]1[CH:29]=[CH:28][CH:27]=[CH:26][CH:25]=1.N(C(N1CCCCC1)=O)=NC(N1CCCCC1)=O.C(P(CCCC)CCCC)CCC. The catalyst is O1CCCC1. The product is [CH2:23]([C:30]1[S:31][C:32]([C:36]([O:38][CH2:39][CH3:40])=[O:37])=[C:33]([O:13][CH2:12][CH2:11][CH2:10][C:9]2[N:5]([CH2:4][C:3]3[CH:18]=[CH:19][C:20]([Cl:22])=[CH:21][C:2]=3[Cl:1])[N:6]=[C:7]([O:14][CH:15]([CH3:17])[CH3:16])[CH:8]=2)[N:34]=1)[C:24]1[CH:25]=[CH:26][CH:27]=[CH:28][CH:29]=1. The yield is 0.850. (3) The reactants are [F:1][C:2]([F:22])([F:21])[C:3]1[CH:4]=[C:5]([C:9]2[CH:10]=[CH:11][C:12]3[N:18]4[CH2:19][C@H:15]([CH2:16][CH2:17]4)[NH:14][C:13]=3[N:20]=2)[CH:6]=[CH:7][CH:8]=1.Cl[C:24](Cl)([O:26]C(=O)OC(Cl)(Cl)Cl)Cl.[CH3:35][C:36]1([CH3:50])[O:40][C@@H:39]([CH2:41][O:42][C:43]2[N:48]=[C:47]([NH2:49])[CH:46]=[N:45][CH:44]=2)[CH2:38][O:37]1.O. The catalyst is O1CCCC1. The product is [CH3:35][C:36]1([CH3:50])[O:40][C@@H:39]([CH2:41][O:42][C:43]2[N:48]=[C:47]([NH:49][C:24]([N:14]3[C@@H:15]4[CH2:19][N:18]([CH2:17][CH2:16]4)[C:12]4[CH:11]=[CH:10][C:9]([C:5]5[CH:6]=[CH:7][CH:8]=[C:3]([C:2]([F:21])([F:1])[F:22])[CH:4]=5)=[N:20][C:13]3=4)=[O:26])[CH:46]=[N:45][CH:44]=2)[CH2:38][O:37]1. The yield is 0.230. (4) The reactants are [CH3:1][CH:2]1[CH2:7][CH2:6][CH2:5][CH:4]([CH3:8])[N:3]1[CH2:9][CH2:10][NH2:11].Cl[C:13]1[N:14]=[N+:15]([O-:26])[C:16]2[CH:25]=[C:24]3[C:20]([CH2:21][CH2:22][CH2:23]3)=[CH:19][C:17]=2[N:18]=1. The catalyst is COCCOC. The product is [CH3:1][CH:2]1[CH2:7][CH2:6][CH2:5][CH:4]([CH3:8])[N:3]1[CH2:9][CH2:10][NH:11][C:13]1[N:14]=[N+:15]([O-:26])[C:16]2[CH:25]=[C:24]3[C:20]([CH2:21][CH2:22][CH2:23]3)=[CH:19][C:17]=2[N:18]=1. The yield is 0.800. (5) The reactants are [OH:1][C@@H:2]1[CH2:6][CH2:5][O:4][CH2:3]1.CC(C)([O-])C.[K+].F[C:14]1[CH:19]=[CH:18][C:17]([N+:20]([O-:22])=[O:21])=[CH:16][C:15]=1[N:23]1[C:27](=[O:28])[N:26]([CH3:29])[N:25]=[N:24]1. The catalyst is C1COCC1. The product is [O:4]1[CH2:5][CH2:6][C@@H:2]([O:1][C:14]2[CH:19]=[CH:18][C:17]([N+:20]([O-:22])=[O:21])=[CH:16][C:15]=2[N:23]2[C:27](=[O:28])[N:26]([CH3:29])[N:25]=[N:24]2)[CH2:3]1. The yield is 0.940. (6) The reactants are [N:1]1[CH:6]=[CH:5][CH:4]=[CH:3][C:2]=1[NH:7][C:8](=[O:13])[C:9]([CH3:12])([CH3:11])[CH3:10].C([Li])CCC.CCCCCC.[CH3:25][C:26]1([CH3:33])[CH2:31][CH2:30][C:29](=[O:32])[CH2:28][CH2:27]1. The catalyst is O1CCCC1. The product is [OH:32][C:29]1([C:3]2[C:2]([NH:7][C:8](=[O:13])[C:9]([CH3:10])([CH3:12])[CH3:11])=[N:1][CH:6]=[CH:5][CH:4]=2)[CH2:30][CH2:31][C:26]([CH3:33])([CH3:25])[CH2:27][CH2:28]1. The yield is 0.570. (7) The reactants are [OH:1][C@H:2]1[CH2:6][NH:5][C@H:4]([C:7]([OH:9])=[O:8])[CH2:3]1.CO.Cl[C:13]([O:15][CH2:16][C:17]1[CH:22]=[CH:21][CH:20]=[CH:19][CH:18]=1)=[O:14].[OH-].[Na+]. The catalyst is O.C1(C)C=CC=CC=1.ClCCl. The product is [C:13]([N:5]1[CH2:6][CH:2]([OH:1])[CH2:3][C@H:4]1[C:7]([OH:9])=[O:8])([O:15][CH2:16][C:17]1[CH:22]=[CH:21][CH:20]=[CH:19][CH:18]=1)=[O:14]. The yield is 1.00. (8) The reactants are [I:1][C:2]1[CH:7]=[CH:6][C:5]([N:8]2[CH2:13][CH2:12][NH:11][CH2:10][CH2:9]2)=[CH:4][CH:3]=1.C([O-])([O-])=O.[K+].[K+].I[CH2:21][CH3:22]. The catalyst is CC(C)=O. The product is [CH2:21]([N:11]1[CH2:12][CH2:13][N:8]([C:5]2[CH:4]=[CH:3][C:2]([I:1])=[CH:7][CH:6]=2)[CH2:9][CH2:10]1)[CH3:22]. The yield is 0.850. (9) The reactants are [CH2:1](OC(C1(CCCCSC)CCC1)=O)[CH3:2].[CH2:16]([O:18][C:19]([C:21]1([CH2:25][CH2:26][CH2:27][CH2:28][S:29]([CH3:32])(=[O:31])=[O:30])[CH2:24][CH2:23][CH2:22]1)=[O:20])[CH3:17]. No catalyst specified. The product is [CH2:16]([O:18][C:19]([C:21]1([CH2:25][CH2:26][CH2:27][CH2:28][S:29]([CH3:32])(=[O:30])=[O:31])[CH2:24][CH2:23][CH:22]1[CH2:1][CH3:2])=[O:20])[CH3:17]. The yield is 0.920.